Predict the reactants needed to synthesize the given product. From a dataset of Full USPTO retrosynthesis dataset with 1.9M reactions from patents (1976-2016). (1) Given the product [Cl:17][C:18]1[CH:23]=[C:22]([CH2:9][C:8]2[C:11]([F:16])=[C:12]([CH3:15])[CH:13]=[CH:14][C:7]=2[Cl:6])[N:21]=[CH:20][N:19]=1, predict the reactants needed to synthesize it. The reactants are: [Cl-].C[SiH](C)C.[Cl:6][C:7]1[CH:14]=[CH:13][C:12]([CH3:15])=[C:11]([F:16])[C:8]=1[CH2:9]Br.[Cl:17][C:18]1[CH:23]=[C:22](Cl)[N:21]=[CH:20][N:19]=1.O. (2) Given the product [Br:1][C:2]1[C:3](=[O:29])[N:4]([C:19]2[C:24]([F:25])=[CH:23][C:22](/[CH:26]=[CH:27]/[CH2:33][OH:34])=[CH:21][C:20]=2[F:28])[C:5]([CH3:18])=[CH:6][C:7]=1[O:8][CH2:9][C:10]1[CH:15]=[CH:14][C:13]([F:16])=[CH:12][C:11]=1[F:17], predict the reactants needed to synthesize it. The reactants are: [Br:1][C:2]1[C:3](=[O:29])[N:4]([C:19]2[C:24]([F:25])=[CH:23][C:22]([CH:26]=[CH2:27])=[CH:21][C:20]=2[F:28])[C:5]([CH3:18])=[CH:6][C:7]=1[O:8][CH2:9][C:10]1[CH:15]=[CH:14][C:13]([F:16])=[CH:12][C:11]=1[F:17].C(O)/C=C/[CH2:33][OH:34].C(#N)C.O. (3) Given the product [CH3:24][C:18]1[CH:19]=[C:20]([CH3:23])[CH:21]=[CH:22][C:17]=1[N:8]([C:5]1[CH:6]=[CH:7][C:2]([B:25]2[O:29][C:28]([CH3:31])([CH3:30])[C:27]([CH3:33])([CH3:32])[O:26]2)=[CH:3][CH:4]=1)[C:9]1[CH:14]=[CH:13][C:12]([CH3:15])=[CH:11][C:10]=1[CH3:16], predict the reactants needed to synthesize it. The reactants are: Br[C:2]1[CH:7]=[CH:6][C:5]([N:8]([C:17]2[CH:22]=[CH:21][C:20]([CH3:23])=[CH:19][C:18]=2[CH3:24])[C:9]2[CH:14]=[CH:13][C:12]([CH3:15])=[CH:11][C:10]=2[CH3:16])=[CH:4][CH:3]=1.[B:25]1([B:25]2[O:29][C:28]([CH3:31])([CH3:30])[C:27]([CH3:33])([CH3:32])[O:26]2)[O:29][C:28]([CH3:31])([CH3:30])[C:27]([CH3:33])([CH3:32])[O:26]1.CC([O-])=O.[K+].C1(P(C2C=CC=CC=2)C2C=CC=CC=2OC2C=CC=CC=2P(C2C=CC=CC=2)C2C=CC=CC=2)C=CC=CC=1.